From a dataset of Reaction yield outcomes from USPTO patents with 853,638 reactions. Predict the reaction yield, written as a fraction of the theoretical maximum amount of product (1.0 means a 100% yield; for example, 0.34 means a 34% yield). (1) The reactants are [CH3:1][O:2][C:3]([C:5]1[CH2:6][N:7]([C:19]([O:21][C:22]([CH3:25])([CH3:24])[CH3:23])=[O:20])[CH2:8][CH2:9][C:10]=1OS(C(F)(F)F)(=O)=O)=[O:4].[Cl:26][C:27]1[C:32]([F:33])=[CH:31][CH:30]=[C:29]([F:34])[C:28]=1[C:35]1[CH:39]=[C:38]([CH2:40][O:41][C:42]2[CH:47]=[CH:46][C:45](B3OC(C)(C)C(C)(C)O3)=[CH:44][N:43]=2)[O:37][N:36]=1.C([O-])([O-])=O.[Na+].[Na+]. The catalyst is COCCOC.CCOC(C)=O.C1C=CC([P]([Pd]([P](C2C=CC=CC=2)(C2C=CC=CC=2)C2C=CC=CC=2)([P](C2C=CC=CC=2)(C2C=CC=CC=2)C2C=CC=CC=2)[P](C2C=CC=CC=2)(C2C=CC=CC=2)C2C=CC=CC=2)(C2C=CC=CC=2)C2C=CC=CC=2)=CC=1. The product is [CH3:1][O:2][C:3]([C:5]1[CH2:6][N:7]([C:19]([O:21][C:22]([CH3:23])([CH3:24])[CH3:25])=[O:20])[CH2:8][CH2:9][C:10]=1[C:45]1[CH:44]=[N:43][C:42]([O:41][CH2:40][C:38]2[O:37][N:36]=[C:35]([C:28]3[C:29]([F:34])=[CH:30][CH:31]=[C:32]([F:33])[C:27]=3[Cl:26])[CH:39]=2)=[CH:47][CH:46]=1)=[O:4]. The yield is 0.400. (2) The reactants are C(N(CC)C(C)C)(C)C.[F:10][C:11]([F:22])([F:21])[CH2:12]OS(C(F)(F)F)(=O)=O.[C:23]1([S:29]([N:32]2[C:36]3[CH:37]=[N:38][C:39]([C:48]#[N:49])=[C:40]([CH2:41][CH:42]4[CH2:47][CH2:46][NH:45][CH2:44][CH2:43]4)[C:35]=3[C:34]3[CH:50]=[CH:51][CH:52]=[N:53][C:33]2=3)(=[O:31])=[O:30])[CH:28]=[CH:27][CH:26]=[CH:25][CH:24]=1. The catalyst is C1COCC1. The product is [C:23]1([S:29]([N:32]2[C:36]3[CH:37]=[N:38][C:39]([C:48]#[N:49])=[C:40]([CH2:41][CH:42]4[CH2:47][CH2:46][N:45]([CH2:12][C:11]([F:10])([F:21])[F:22])[CH2:44][CH2:43]4)[C:35]=3[C:34]3[CH:50]=[CH:51][CH:52]=[N:53][C:33]2=3)(=[O:31])=[O:30])[CH:24]=[CH:25][CH:26]=[CH:27][CH:28]=1. The yield is 0.850. (3) The reactants are [CH2:1]([N:8]1[CH2:13][CH2:12][CH:11]([OH:14])[CH2:10][CH2:9]1)[C:2]1[CH:7]=[CH:6][CH:5]=[CH:4][CH:3]=1.Cl[C:16]1[CH:21]=[CH:20][N:19]=[CH:18][CH:17]=1. No catalyst specified. The product is [CH2:1]([N:8]1[CH2:13][CH2:12][CH:11]([O:14][C:16]2[CH:21]=[CH:20][N:19]=[CH:18][CH:17]=2)[CH2:10][CH2:9]1)[C:2]1[CH:3]=[CH:4][CH:5]=[CH:6][CH:7]=1. The yield is 0.520. (4) The catalyst is CN(C=O)C.[Cu](I)I. The yield is 0.130. The reactants are I[C:2]1[CH:11]=[CH:10][C:5]([C:6]([O:8][CH3:9])=[O:7])=[CH:4][CH:3]=1.[N:12]1([C:19]([O:21][C:22]([CH3:25])([CH3:24])[CH3:23])=[O:20])[CH2:18][CH2:17][CH2:16][NH:15][CH2:14][CH2:13]1.C(=O)([O-])[O-].[Cs+].[Cs+].C(C1CCCCC1=O)(=O)C. The product is [CH3:9][O:8][C:6]([C:5]1[CH:10]=[CH:11][C:2]([N:15]2[CH2:16][CH2:17][CH2:18][N:12]([C:19]([O:21][C:22]([CH3:25])([CH3:24])[CH3:23])=[O:20])[CH2:13][CH2:14]2)=[CH:3][CH:4]=1)=[O:7]. (5) The reactants are [F:1][C:2]1[C:10](I)=[CH:9][C:8]([O:12][CH3:13])=[CH:7][C:3]=1[C:4]([OH:6])=[O:5].[F:14][C:15]1[CH:16]=[C:17](B(O)O)[CH:18]=[CH:19][CH:20]=1.C([O-])([O-])=O.[Na+].[Na+].Cl. The catalyst is O.C1C=CC([P]([Pd]([P](C2C=CC=CC=2)(C2C=CC=CC=2)C2C=CC=CC=2)([P](C2C=CC=CC=2)(C2C=CC=CC=2)C2C=CC=CC=2)[P](C2C=CC=CC=2)(C2C=CC=CC=2)C2C=CC=CC=2)(C2C=CC=CC=2)C2C=CC=CC=2)=CC=1.CN(C=O)C.CCO. The product is [F:1][C:2]1[C:10]([C:19]2[CH:18]=[CH:17][CH:16]=[C:15]([F:14])[CH:20]=2)=[CH:9][C:8]([O:12][CH3:13])=[CH:7][C:3]=1[C:4]([OH:6])=[O:5]. The yield is 0.810. (6) The reactants are [S:1]1[CH:5]=[CH:4][C:3]([C:6]([OH:8])=[O:7])=[CH:2]1.[Br:9]Br.O. The catalyst is C(O)(=O)C. The product is [Br:9][C:5]1[S:1][CH:2]=[C:3]([C:6]([OH:8])=[O:7])[CH:4]=1. The yield is 0.260. (7) The reactants are Cl[C:2]1[N:7]=[CH:6][N:5]=[C:4]([C:8]2[CH:14]=[C:13]([C:15]([F:18])([F:17])[F:16])[CH:12]=[CH:11][C:9]=2[NH2:10])[CH:3]=1.[CH3:19]B1OB(C)OB(C)O1.P([O-])([O-])([O-])=O.[K+].[K+].[K+].P([O-])(O)(O)=O.[K+]. The catalyst is O1CCOCC1.C1C=CC(P(C2C=CC=CC=2)C2C=CC=CC=2)=CC=1.C1C=CC(P(C2C=CC=CC=2)C2C=CC=CC=2)=CC=1.Cl[Pd]Cl. The product is [CH3:19][C:2]1[N:7]=[CH:6][N:5]=[C:4]([C:8]2[CH:14]=[C:13]([C:15]([F:18])([F:17])[F:16])[CH:12]=[CH:11][C:9]=2[NH2:10])[CH:3]=1. The yield is 0.570. (8) The reactants are F[C:2]1[CH:7]=[CH:6][CH:5]=[C:4]([F:8])[N:3]=1.[CH3:9][O:10][C:11]1[CH:18]=[CH:17][C:14]([CH2:15][NH2:16])=[CH:13][CH:12]=1.C(N(CC)C(C)C)(C)C.O. The catalyst is CN1CCCC1=O. The product is [F:8][C:4]1[N:3]=[C:2]([NH:16][CH2:15][C:14]2[CH:17]=[CH:18][C:11]([O:10][CH3:9])=[CH:12][CH:13]=2)[CH:7]=[CH:6][CH:5]=1. The yield is 0.748. (9) The reactants are [F:1][C:2]1[CH:7]=[C:6]([C:8](=[N:10][S:11]([C:13]([CH3:16])([CH3:15])[CH3:14])=[O:12])[CH3:9])[CH:5]=[C:4]([F:17])[C:3]=1[NH:18][S:19]([CH3:22])(=[O:21])=[O:20].[BH4-].[Na+].CO. The catalyst is C1COCC1. The product is [F:1][C:2]1[CH:7]=[C:6]([CH:8]([NH:10][S:11]([C:13]([CH3:16])([CH3:14])[CH3:15])=[O:12])[CH3:9])[CH:5]=[C:4]([F:17])[C:3]=1[NH:18][S:19]([CH3:22])(=[O:21])=[O:20]. The yield is 0.500. (10) The reactants are [H-].[Al+3].[Li+].[H-].[H-].[H-].[Cl:7][C:8]1[CH:13]=[C:12]([Cl:14])[CH:11]=[CH:10][C:9]=1/[CH:15]=[C:16](/[N+:18]([O-])=O)\[CH3:17].[OH-].[Na+]. The catalyst is O1CCCC1.O.C(OC)(C)(C)C. The product is [Cl:7][C:8]1[CH:13]=[C:12]([Cl:14])[CH:11]=[CH:10][C:9]=1[CH2:15][CH:16]([NH2:18])[CH3:17]. The yield is 0.980.